Task: Regression. Given two drug SMILES strings and cell line genomic features, predict the synergy score measuring deviation from expected non-interaction effect.. Dataset: Merck oncology drug combination screen with 23,052 pairs across 39 cell lines (1) Cell line: T47D. Drug 1: CC(=O)OC1C(=O)C2(C)C(O)CC3OCC3(OC(C)=O)C2C(OC(=O)c2ccccc2)C2(O)CC(OC(=O)C(O)C(NC(=O)c3ccccc3)c3ccccc3)C(C)=C1C2(C)C. Drug 2: CCN(CC)CCNC(=O)c1c(C)[nH]c(C=C2C(=O)Nc3ccc(F)cc32)c1C. Synergy scores: synergy=-16.1. (2) Drug 1: CN(Cc1cnc2nc(N)nc(N)c2n1)c1ccc(C(=O)NC(CCC(=O)O)C(=O)O)cc1. Drug 2: O=C(O)C1(Cc2cccc(Nc3nccs3)n2)CCC(Oc2cccc(Cl)c2F)CC1. Synergy scores: synergy=-11.7. Cell line: RPMI7951. (3) Drug 1: CCC1(O)CC2CN(CCc3c([nH]c4ccccc34)C(C(=O)OC)(c3cc4c(cc3OC)N(C)C3C(O)(C(=O)OC)C(OC(C)=O)C5(CC)C=CCN6CCC43C65)C2)C1. Drug 2: CC(C)CC(NC(=O)C(Cc1ccccc1)NC(=O)c1cnccn1)B(O)O. Cell line: NCIH460. Synergy scores: synergy=-39.0. (4) Drug 2: COC1=C2CC(C)CC(OC)C(O)C(C)C=C(C)C(OC(N)=O)C(OC)C=CC=C(C)C(=O)NC(=CC1=O)C2=O. Drug 1: C=CCn1c(=O)c2cnc(Nc3ccc(N4CCN(C)CC4)cc3)nc2n1-c1cccc(C(C)(C)O)n1. Synergy scores: synergy=-14.8. Cell line: MSTO. (5) Drug 1: COc1cccc2c1C(=O)c1c(O)c3c(c(O)c1C2=O)CC(O)(C(=O)CO)CC3OC1CC(N)C(O)C(C)O1. Drug 2: COC1=C2CC(C)CC(OC)C(O)C(C)C=C(C)C(OC(N)=O)C(OC)C=CC=C(C)C(=O)NC(=CC1=O)C2=O. Cell line: RKO. Synergy scores: synergy=-7.96. (6) Drug 1: O=c1[nH]cc(F)c(=O)[nH]1. Drug 2: COC1=C2CC(C)CC(OC)C(O)C(C)C=C(C)C(OC(N)=O)C(OC)C=CC=C(C)C(=O)NC(=CC1=O)C2=O. Cell line: OV90. Synergy scores: synergy=0.285. (7) Drug 1: COC1=C2CC(C)CC(OC)C(O)C(C)C=C(C)C(OC(N)=O)C(OC)C=CC=C(C)C(=O)NC(=CC1=O)C2=O. Drug 2: NC1CCCCC1N.O=C(O)C(=O)O.[Pt+2]. Cell line: UWB1289BRCA1. Synergy scores: synergy=-23.5.